From a dataset of Forward reaction prediction with 1.9M reactions from USPTO patents (1976-2016). Predict the product of the given reaction. (1) The product is: [CH2:19]([NH:26][C:2]1[C:7]2[O:8][CH2:9][CH2:10][N:11]([C:12]([O:14][C:15]([CH3:18])([CH3:17])[CH3:16])=[O:13])[C:6]=2[CH:5]=[CH:4][N:3]=1)[C:20]1[CH:25]=[CH:24][CH:23]=[CH:22][CH:21]=1. Given the reactants I[C:2]1[C:7]2[O:8][CH2:9][CH2:10][N:11]([C:12]([O:14][C:15]([CH3:18])([CH3:17])[CH3:16])=[O:13])[C:6]=2[CH:5]=[CH:4][N:3]=1.[CH2:19]([NH2:26])[C:20]1[CH:25]=[CH:24][CH:23]=[CH:22][CH:21]=1.C1(P(C2C=CC=CC=2)C2C=CC3C(=CC=CC=3)C=2C2C3C(=CC=CC=3)C=CC=2P(C2C=CC=CC=2)C2C=CC=CC=2)C=CC=CC=1.CC(C)([O-])C.[Na+], predict the reaction product. (2) Given the reactants [C:1]([C:5]1[CH:6]=[C:7](B(O)O)[CH:8]=[CH:9][C:10]=1[S:11](=[O:18])(=[O:17])[NH:12][C:13]([CH3:16])([CH3:15])[CH3:14])([CH3:4])([CH3:3])[CH3:2].[CH:22]1([CH2:28][C:29]2[NH:33][N:32]=[C:31]([C:34]([O:36][CH2:37]C)=[O:35])[N:30]=2)[CH2:27][CH2:26][CH2:25][CH2:24][CH2:23]1.N1C=CC=CC=1, predict the reaction product. The product is: [C:1]([C:5]1[CH:6]=[C:7]([N:33]2[C:29]([CH2:28][CH:22]3[CH2:27][CH2:26][CH2:25][CH2:24][CH2:23]3)=[N:30][C:31]([C:34]([O:36][CH3:37])=[O:35])=[N:32]2)[CH:8]=[CH:9][C:10]=1[S:11](=[O:18])(=[O:17])[NH:12][C:13]([CH3:16])([CH3:15])[CH3:14])([CH3:4])([CH3:3])[CH3:2]. (3) Given the reactants O=C=[N:3]C1CC(C)(C)CC(C)(CN=C=O)C1.[C:17]([O:21][CH2:22][CH2:23]O)(=[O:20])[CH:18]=[CH2:19].[N-]=C=O, predict the reaction product. The product is: [NH2:3][C:17]([O:21][CH2:22][CH3:23])=[O:20].[C:17]([O-:21])(=[O:20])[CH:18]=[CH2:19]. (4) Given the reactants C1(C[O:8][C:9](=[O:45])[CH2:10][O:11][C:12]([O:14][CH2:15][O:16][C:17]2[C:18](=[O:44])[C:19]([C:32]([NH:34][CH2:35][C:36]3[CH:41]=[CH:40][C:39]([F:42])=[CH:38][C:37]=3[F:43])=[O:33])=[CH:20][N:21]3[C:26]=2[C:25](=[O:27])[N:24]2[C@@H:28]([CH3:31])[CH2:29][O:30][C@@H:23]2[CH2:22]3)=[O:13])C=CC=CC=1.[H][H], predict the reaction product. The product is: [F:43][C:37]1[CH:38]=[C:39]([F:42])[CH:40]=[CH:41][C:36]=1[CH2:35][NH:34][C:32]([C:19]1[C:18](=[O:44])[C:17]([O:16][CH2:15][O:14][C:12]([O:11][CH2:10][C:9]([OH:45])=[O:8])=[O:13])=[C:26]2[C:25](=[O:27])[N:24]3[C@@H:28]([CH3:31])[CH2:29][O:30][C@@H:23]3[CH2:22][N:21]2[CH:20]=1)=[O:33]. (5) Given the reactants C(=O)([O-])[O-].[K+].[K+].C([O:10][C:11]1[CH:38]=[CH:37][C:36]([Br:39])=[CH:35][C:12]=1[C:13]([NH:15][C:16]1[CH:28]=[C:27]([C:29]2[CH:34]=[CH:33][CH:32]=[CH:31][CH:30]=2)[CH:26]=[CH:25][C:17]=1[C:18]([O:20]C(C)(C)C)=[O:19])=[O:14])(=O)C.C(O)(=O)CC(CC(O)=O)(C(O)=O)O.C(OCC)(=O)C, predict the reaction product. The product is: [Br:39][C:36]1[CH:37]=[CH:38][C:11]([OH:10])=[C:12]([CH:35]=1)[C:13]([NH:15][C:16]1[CH:28]=[C:27]([C:29]2[CH:34]=[CH:33][CH:32]=[CH:31][CH:30]=2)[CH:26]=[CH:25][C:17]=1[C:18]([OH:20])=[O:19])=[O:14]. (6) Given the reactants [OH:1][C:2]1[C:11](O)=[CH:10][CH:9]=[CH:8][C:3]=1[C:4]([O:6][CH3:7])=[O:5].C(=O)([O-])[O-].[K+].[K+].CN([CH:22]=[O:23])C.[CH2:24](Br)[CH2:25][CH2:26][CH2:27][CH2:28][CH2:29][CH2:30][CH2:31][CH2:32][CH2:33][CH2:34][CH2:35][CH2:36][CH2:37][CH2:38][CH2:39][CH2:40][CH2:41][CH2:42][CH3:43], predict the reaction product. The product is: [CH2:24]([O:1][C:2]1[C:11]([O:23][CH2:22][CH2:42][CH2:41][CH2:40][CH2:39][CH2:38][CH2:37][CH2:36][CH2:35][CH2:34][CH2:33][CH2:32][CH2:31][CH2:30][CH2:29][CH2:28][CH2:27][CH2:26][CH2:25][CH3:24])=[CH:10][CH:9]=[CH:8][C:3]=1[C:4]([O:6][CH3:7])=[O:5])[CH2:25][CH2:26][CH2:27][CH2:28][CH2:29][CH2:30][CH2:31][CH2:32][CH2:33][CH2:34][CH2:35][CH2:36][CH2:37][CH2:38][CH2:39][CH2:40][CH2:41][CH2:42][CH3:43].